From a dataset of Reaction yield outcomes from USPTO patents with 853,638 reactions. Predict the reaction yield, written as a fraction of the theoretical maximum amount of product (1.0 means a 100% yield; for example, 0.34 means a 34% yield). (1) The catalyst is CCO.[Pd]. The yield is 0.770. The reactants are [CH3:1][C:2]([CH3:23])([CH3:22])[CH2:3][N:4]([CH2:13][C:14]1[CH:19]=[CH:18][C:17]([C:20]#[CH:21])=[CH:16][CH:15]=1)[C:5]1[CH:10]=[CH:9][N:8]=[C:7]([C:11]#[N:12])[N:6]=1. The product is [CH3:1][C:2]([CH3:22])([CH3:23])[CH2:3][N:4]([CH2:13][C:14]1[CH:15]=[CH:16][C:17]([CH2:20][CH3:21])=[CH:18][CH:19]=1)[C:5]1[CH:10]=[CH:9][N:8]=[C:7]([C:11]#[N:12])[N:6]=1. (2) The reactants are [Si:1]([O:8][C@H:9]1[CH2:14][CH2:13][C@H:12]([CH:15]([C:24](O)=[O:25])[C:16](O)([CH:20]([CH3:22])[CH3:21])[C:17]([OH:19])=[O:18])[CH2:11][CH2:10]1)([C:4]([CH3:7])([CH3:6])[CH3:5])([CH3:3])[CH3:2].CCCCCC.C(OCC)(=O)C. The catalyst is C(OC(=O)C)(=O)C. The product is [Si:1]([O:8][C@H:9]1[CH2:14][CH2:13][C@H:12]([C:15]2[C:24]([O:18][C:17](=[O:19])[C:16]=2[CH:20]([CH3:21])[CH3:22])=[O:25])[CH2:11][CH2:10]1)([C:4]([CH3:5])([CH3:6])[CH3:7])([CH3:3])[CH3:2]. The yield is 0.630. (3) The reactants are [N+:1]([C:4]1[CH:5]=[C:6]2[C:11](=[O:12])[O:10][C:8](=O)[C:7]2=[CH:13][CH:14]=1)([O-:3])=[O:2].[NH2:15][C:16]1[CH:24]=[CH:23][CH:22]=[CH:21][C:17]=1[C:18]([OH:20])=[O:19]. No catalyst specified. The product is [N+:1]([C:4]1[CH:5]=[C:6]2[C:11](=[O:12])[N:15]([C:16]3[CH:24]=[CH:23][CH:22]=[CH:21][C:17]=3[C:18]([OH:20])=[O:19])[C:8](=[O:10])[C:7]2=[CH:13][CH:14]=1)([O-:3])=[O:2]. The yield is 0.150. (4) The reactants are [NH2:1][C:2]1[C:3]([CH3:18])=[CH:4][C:5]([O:8][CH:9]([C:14]([F:17])([F:16])[F:15])[C:10]([F:13])([F:12])[F:11])=[N:6][CH:7]=1.CN(C)C=O.[Cl:24]N1C(=O)CCC1=O. The catalyst is O. The product is [NH2:1][C:2]1[C:7]([Cl:24])=[N:6][C:5]([O:8][CH:9]([C:10]([F:11])([F:12])[F:13])[C:14]([F:17])([F:15])[F:16])=[CH:4][C:3]=1[CH3:18]. The yield is 0.440. (5) The reactants are Cl[S:2]([C:5]1[CH:6]=[CH:7][C:8]([F:14])=[C:9]([CH:13]=1)[C:10]([OH:12])=[O:11])(=[O:4])=[O:3].[CH:15]1([NH2:20])[CH2:19][CH2:18][CH2:17][CH2:16]1.C(N(C(C)C)CC)(C)C. The catalyst is C(Cl)Cl. The product is [CH:15]1([NH:20][S:2]([C:5]2[CH:6]=[CH:7][C:8]([F:14])=[C:9]([CH:13]=2)[C:10]([OH:12])=[O:11])(=[O:4])=[O:3])[CH2:19][CH2:18][CH2:17][CH2:16]1. The yield is 0.900. (6) The reactants are Cl.[NH2:2][CH2:3][CH:4]([OH:9])[C:5]([O:7][CH3:8])=[O:6].C(=O)([O-])[O-].[Na+].[Na+].S([N:23]=[N+:24]=[N-])(C(F)(F)F)(=O)=O.CO. The catalyst is O.ClCCl.[O-]S([O-])(=O)=O.[Cu+2].C(OCC)(=O)C. The product is [N:2]([CH2:3][CH:4]([OH:9])[C:5]([O:7][CH3:8])=[O:6])=[N+:23]=[N-:24]. The yield is 0.570. (7) The reactants are [NH:1]1[CH2:6][CH2:5][O:4][CH2:3][CH2:2]1.C(N(CC)CC)C.[Cl:14][C:15]1[N:20]=[C:19](Cl)[C:18]([N+:22]([O-:24])=[O:23])=[C:17]([Cl:25])[N:16]=1. The catalyst is C(Cl)Cl. The product is [Cl:14][C:15]1[N:20]=[C:19]([N:1]2[CH2:6][CH2:5][O:4][CH2:3][CH2:2]2)[C:18]([N+:22]([O-:24])=[O:23])=[C:17]([Cl:25])[N:16]=1. The yield is 0.670. (8) The yield is 0.980. The reactants are [C:1]([C:4]1[S:8][C:7]([N:9]2[CH2:13][CH2:12][N:11]([CH2:14][C:15]3[CH:20]=[CH:19][C:18]([C:21]([F:24])([F:23])[F:22])=[CH:17][CH:16]=3)[C:10]2=[O:25])=[N:6][C:5]=1[CH3:26])(=[O:3])[CH3:2].CO[CH:29](OC)[N:30]([CH3:32])[CH3:31]. The product is [CH3:29][N:30]([CH3:32])/[CH:31]=[CH:2]/[C:1]([C:4]1[S:8][C:7]([N:9]2[CH2:13][CH2:12][N:11]([CH2:14][C:15]3[CH:20]=[CH:19][C:18]([C:21]([F:22])([F:24])[F:23])=[CH:17][CH:16]=3)[C:10]2=[O:25])=[N:6][C:5]=1[CH3:26])=[O:3]. The catalyst is CN(C)C=O. (9) The reactants are [C:1]1([CH:7]2[CH2:11][CH2:10][CH2:9][C:8]2=[O:12])[CH:6]=[CH:5][CH:4]=[CH:3][CH:2]=1.[C:13](=[O:18])=[N:14][C:15](Cl)=[O:16]. The catalyst is C(OCC)(=O)C.C(=O)(O)[O-].[Na+]. The product is [C:1]1([CH:7]2[C:8]3[O:12][C:15](=[O:16])[NH:14][C:13](=[O:18])[C:9]=3[CH2:10][CH2:11]2)[CH:6]=[CH:5][CH:4]=[CH:3][CH:2]=1. The yield is 0.130.